From a dataset of Forward reaction prediction with 1.9M reactions from USPTO patents (1976-2016). Predict the product of the given reaction. (1) The product is: [F:42][C:41]([F:44])([F:43])[C:5]1[CH:4]=[C:3]([S:8]([N:11]2[C:19]3[C:14](=[C:15]([CH:20]=[CH2:21])[CH:16]=[CH:17][CH:18]=3)[CH:13]=[CH:12]2)(=[O:10])=[O:9])[CH:2]=[CH:7][CH:6]=1. Given the reactants C[C:2]1[CH:7]=[CH:6][CH:5]=[CH:4][C:3]=1[S:8]([N:11]1[C:19]2[C:14](=[C:15]([CH:20]=[CH2:21])[CH:16]=[CH:17][CH:18]=2)[CH:13]=[CH:12]1)(=[O:10])=[O:9].BrC1C=CC=C2C=1C=CN2S(C1C=CC=C([C:41]([F:44])([F:43])[F:42])C=1)(=O)=O.C([Sn](CCCC)(CCCC)C=C)CCC, predict the reaction product. (2) Given the reactants [CH3:1][NH:2][C@@H:3]([CH2:10][CH3:11])[CH2:4][N:5]1[CH2:9][CH2:8][CH2:7][CH2:6]1.CN1CCOCC1.[Br:19][C:20]1[CH:28]=[CH:27][C:23]([C:24](Cl)=[O:25])=[CH:22][CH:21]=1, predict the reaction product. The product is: [Br:19][C:20]1[CH:28]=[CH:27][C:23]([C:24]([N:2]([CH3:1])[C@@H:3]([CH2:10][CH3:11])[CH2:4][N:5]2[CH2:9][CH2:8][CH2:7][CH2:6]2)=[O:25])=[CH:22][CH:21]=1. (3) The product is: [Cl:14][CH2:15][CH2:16][CH2:17][C:18]([NH:1][C:2]1[CH:6]=[CH:5][N:4]([C:18](=[O:21])[CH2:17][CH2:16][CH2:15][Cl:14])[N:3]=1)=[O:19]. Given the reactants [NH2:1][C:2]1[CH:6]=[CH:5][NH:4][N:3]=1.OP([O-])([O-])=O.[K+].[K+].[Cl:14][CH2:15][CH2:16][CH2:17][C:18](Cl)=[O:19].[OH2:21], predict the reaction product. (4) Given the reactants B(Br)(Br)Br.[F:5][C:6]1[C:14]2[CH2:13][CH2:12][S:11][C:10]=2[C:9]([O:15]C)=[CH:8][CH:7]=1.OC1C2N=CSC=2C=CC=1, predict the reaction product. The product is: [F:5][C:6]1[C:14]2[CH2:13][CH2:12][S:11][C:10]=2[C:9]([OH:15])=[CH:8][CH:7]=1. (5) Given the reactants [CH:1]1([SH:6])[CH2:5][CH2:4][CH2:3][CH2:2]1.Cl[C:8]1[N:22]=[C:21]([Cl:23])[CH:20]=[CH:19][C:9]=1[C:10]([NH:12][CH:13]1[CH2:18][CH2:17][CH2:16][CH2:15][CH2:14]1)=[O:11].C(=O)([O-])[O-].[Na+].[Na+], predict the reaction product. The product is: [Cl:23][C:21]1[CH:20]=[CH:19][C:9]([C:10]([NH:12][CH:13]2[CH2:18][CH2:17][CH2:16][CH2:15][CH2:14]2)=[O:11])=[C:8]([S:6][CH:1]2[CH2:5][CH2:4][CH2:3][CH2:2]2)[N:22]=1. (6) Given the reactants Br[C:2]1[N:3]=[C:4]2[C:10]([C:11]([NH:13][C:14]([CH3:17])([CH3:16])[CH3:15])=[O:12])=[CH:9][N:8]([CH2:18][O:19][CH2:20][CH2:21][Si:22]([CH3:25])([CH3:24])[CH3:23])[C:5]2=[N:6][CH:7]=1.Cl.[CH3:27][S:28]([C:31]1[CH:32]=[C:33]([CH:35]=[CH:36][CH:37]=1)[NH2:34])(=[O:30])=[O:29].C1C=CC(P(C2C(C3C(P(C4C=CC=CC=4)C4C=CC=CC=4)=CC=C4C=3C=CC=C4)=C3C(C=CC=C3)=CC=2)C2C=CC=CC=2)=CC=1, predict the reaction product. The product is: [C:14]([NH:13][C:11]([C:10]1[C:4]2[C:5](=[N:6][CH:7]=[C:2]([NH:34][C:33]3[CH:35]=[CH:36][CH:37]=[C:31]([S:28]([CH3:27])(=[O:30])=[O:29])[CH:32]=3)[N:3]=2)[N:8]([CH2:18][O:19][CH2:20][CH2:21][Si:22]([CH3:25])([CH3:24])[CH3:23])[CH:9]=1)=[O:12])([CH3:17])([CH3:16])[CH3:15].